Dataset: Forward reaction prediction with 1.9M reactions from USPTO patents (1976-2016). Task: Predict the product of the given reaction. Given the reactants [Cl:1][C:2]1[CH:9]=[CH:8][CH:7]=[C:6](Cl)[C:3]=1[CH:4]=[O:5].[CH3:11][S-:12].[Na+].O, predict the reaction product. The product is: [Cl:1][C:2]1[CH:9]=[CH:8][CH:7]=[C:6]([S:12][CH3:11])[C:3]=1[CH:4]=[O:5].